This data is from Catalyst prediction with 721,799 reactions and 888 catalyst types from USPTO. The task is: Predict which catalyst facilitates the given reaction. (1) Reactant: [Si]([O:8][CH2:9][CH2:10][C:11]1[N:16]=[CH:15][C:14]([NH:17][C:18]([NH:20][CH2:21][C:22]2[N:26]([C:27]3[CH:32]=[CH:31][CH:30]=[C:29]([Cl:33])[CH:28]=3)[N:25]=[C:24]([C:34]([F:37])([F:36])[F:35])[CH:23]=2)=[O:19])=[CH:13][CH:12]=1)(C(C)(C)C)(C)C.Cl. Product: [Cl:33][C:29]1[CH:28]=[C:27]([N:26]2[C:22]([CH2:21][NH:20][C:18]([NH:17][C:14]3[CH:15]=[N:16][C:11]([CH2:10][CH2:9][OH:8])=[CH:12][CH:13]=3)=[O:19])=[CH:23][C:24]([C:34]([F:37])([F:35])[F:36])=[N:25]2)[CH:32]=[CH:31][CH:30]=1. The catalyst class is: 7. (2) Product: [CH2:14]([O:13][C:11](=[O:12])[CH:10]([C:2]1[CH:7]=[CH:6][C:5]([CH3:8])=[CH:4][N:3]=1)[C:9]([O:17][CH2:18][CH3:19])=[O:16])[CH3:15]. The catalyst class is: 185. Reactant: I[C:2]1[CH:7]=[CH:6][C:5]([CH3:8])=[CH:4][N:3]=1.[C:9]([O:17][CH2:18][CH3:19])(=[O:16])[CH2:10][C:11]([O:13][CH2:14][CH3:15])=[O:12].C(=O)([O-])[O-].[Cs+].[Cs+].N1C=CC=CC=1C(O)=O.